Dataset: NCI-60 drug combinations with 297,098 pairs across 59 cell lines. Task: Regression. Given two drug SMILES strings and cell line genomic features, predict the synergy score measuring deviation from expected non-interaction effect. (1) Drug 1: C1CC(CCC1OC2=C(C(=CC=C2)Cl)F)(CC3=NC(=CC=C3)NC4=NC=CS4)C(=O)O. Drug 2: CC1CCC2CC(C(=CC=CC=CC(CC(C(=O)C(C(C(=CC(C(=O)CC(OC(=O)C3CCCCN3C(=O)C(=O)C1(O2)O)C(C)CC4CCC(C(C4)OC)OP(=O)(C)C)C)C)O)OC)C)C)C)OC. Cell line: UACC62. Synergy scores: CSS=32.5, Synergy_ZIP=-1.47, Synergy_Bliss=3.70, Synergy_Loewe=7.06, Synergy_HSA=8.63. (2) Drug 1: C1=CC(=C2C(=C1NCCNCCO)C(=O)C3=C(C=CC(=C3C2=O)O)O)NCCNCCO. Drug 2: C1=CC=C(C=C1)NC(=O)CCCCCCC(=O)NO. Cell line: A498. Synergy scores: CSS=35.7, Synergy_ZIP=1.21, Synergy_Bliss=2.74, Synergy_Loewe=-7.12, Synergy_HSA=3.93. (3) Drug 1: C1CCN(CC1)CCOC2=CC=C(C=C2)C(=O)C3=C(SC4=C3C=CC(=C4)O)C5=CC=C(C=C5)O. Drug 2: C1=CN(C=N1)CC(O)(P(=O)(O)O)P(=O)(O)O. Cell line: UACC62. Synergy scores: CSS=4.13, Synergy_ZIP=1.21, Synergy_Bliss=4.65, Synergy_Loewe=3.04, Synergy_HSA=2.86. (4) Drug 1: CC1=C(C=C(C=C1)NC(=O)C2=CC=C(C=C2)CN3CCN(CC3)C)NC4=NC=CC(=N4)C5=CN=CC=C5. Drug 2: C1=NNC2=C1C(=O)NC=N2. Cell line: NCI/ADR-RES. Synergy scores: CSS=-5.98, Synergy_ZIP=-5.11, Synergy_Bliss=-16.2, Synergy_Loewe=-19.5, Synergy_HSA=-15.5. (5) Drug 1: C1=CC(=CC=C1CC(C(=O)O)N)N(CCCl)CCCl.Cl. Drug 2: C1C(C(OC1N2C=NC3=C2NC=NCC3O)CO)O. Cell line: RXF 393. Synergy scores: CSS=7.09, Synergy_ZIP=-4.86, Synergy_Bliss=-7.28, Synergy_Loewe=-7.10, Synergy_HSA=-6.76. (6) Drug 1: C1=CN(C(=O)N=C1N)C2C(C(C(O2)CO)O)O.Cl. Drug 2: CN(CCCl)CCCl.Cl. Cell line: NCI/ADR-RES. Synergy scores: CSS=19.3, Synergy_ZIP=-7.47, Synergy_Bliss=-2.78, Synergy_Loewe=-8.95, Synergy_HSA=-1.11. (7) Drug 1: C1=NC(=NC(=O)N1C2C(C(C(O2)CO)O)O)N. Drug 2: CN(CC1=CN=C2C(=N1)C(=NC(=N2)N)N)C3=CC=C(C=C3)C(=O)NC(CCC(=O)O)C(=O)O. Cell line: SF-295. Synergy scores: CSS=22.6, Synergy_ZIP=0.435, Synergy_Bliss=-2.31, Synergy_Loewe=-39.1, Synergy_HSA=-2.57. (8) Drug 1: C1=NC2=C(N=C(N=C2N1C3C(C(C(O3)CO)O)O)F)N. Drug 2: C(CC(=O)O)C(=O)CN.Cl. Cell line: NCI-H522. Synergy scores: CSS=3.72, Synergy_ZIP=-5.21, Synergy_Bliss=-1.38, Synergy_Loewe=-5.44, Synergy_HSA=-0.538. (9) Cell line: CAKI-1. Drug 2: CC12CCC3C(C1CCC2OP(=O)(O)O)CCC4=C3C=CC(=C4)OC(=O)N(CCCl)CCCl.[Na+]. Synergy scores: CSS=-3.93, Synergy_ZIP=0.591, Synergy_Bliss=1.53, Synergy_Loewe=-5.55, Synergy_HSA=-4.34. Drug 1: C1CC(=O)NC(=O)C1N2C(=O)C3=CC=CC=C3C2=O.